Dataset: Reaction yield outcomes from USPTO patents with 853,638 reactions. Task: Predict the reaction yield, written as a fraction of the theoretical maximum amount of product (1.0 means a 100% yield; for example, 0.34 means a 34% yield). (1) The reactants are C1(S([CH:10]2[CH:15](S(C3C=CC=CC=3)(=O)=O)[CH:14]3[CH2:25][CH2:26][CH:11]2[CH:12]=[CH:13]3)(=O)=O)C=CC=CC=1.[N+:27]([CH2:29][C:30]([O:32][CH2:33][CH3:34])=[O:31])#[C-:28].CC(C)([O-])C.[K+].Cl. The catalyst is O1CCCC1. The product is [CH2:33]([O:32][C:30]([C:29]1[NH:27][CH:28]=[C:15]2[C:10]=1[CH:11]1[CH2:26][CH2:25][CH:14]2[CH:13]=[CH:12]1)=[O:31])[CH3:34]. The yield is 0.800. (2) The reactants are [CH3:1][C:2]1[CH:9]=[CH:8][C:5]([C:6]#[N:7])=[CH:4][N:3]=1.C(NC(C)C)(C)C.[Li].[F:18][C:19]([F:23])([F:22])[CH2:20]I. The catalyst is C1COCC1. The product is [F:18][C:19]([F:23])([F:22])[CH2:20][CH2:1][C:2]1[N:3]=[CH:4][C:5]([C:6]#[N:7])=[CH:8][CH:9]=1. The yield is 0.950. (3) The reactants are [O:1]1[CH:5]=[CH:4][CH2:3][CH2:2]1.C([Li])(C)(C)C.CCCCC.[C:16]1([N:22]=[C:23]=[O:24])[CH:21]=[CH:20][CH:19]=[CH:18][CH:17]=1.[Cl-].[NH4+]. The catalyst is C1COCC1.C(OCC)(=O)C. The yield is 0.810. The product is [C:16]1([NH:22][C:23]([C:5]2[O:1][CH2:2][CH2:3][CH:4]=2)=[O:24])[CH:21]=[CH:20][CH:19]=[CH:18][CH:17]=1. (4) The reactants are [N+:1]([C:4]1[CH:5]=[C:6]2[C:11](=[CH:12][CH:13]=1)[NH:10][C:9](=[O:14])[CH:8]=[CH:7]2)([O-])=O. The catalyst is [Pd].CN(C)C=O. The product is [NH2:1][C:4]1[CH:5]=[C:6]2[C:11](=[CH:12][CH:13]=1)[NH:10][C:9](=[O:14])[CH:8]=[CH:7]2. The yield is 0.900. (5) The reactants are [C:1]([O:5][C:6]([N:8]1[C@@H:12]([CH3:13])[CH2:11][CH2:10][C@H:9]1[C:14](O)=[O:15])=[O:7])([CH3:4])([CH3:3])[CH3:2].B.CSC.CO. The catalyst is O1CCCC1. The product is [OH:15][CH2:14][C@@H:9]1[CH2:10][CH2:11][C@H:12]([CH3:13])[N:8]1[C:6]([O:5][C:1]([CH3:2])([CH3:4])[CH3:3])=[O:7]. The yield is 0.930. (6) The reactants are [Cl:1][C:2]1[CH:7]=[C:6]([N+:8]([O-])=O)[CH:5]=[CH:4][C:3]=1[C:11]([C:19]1[CH:24]=[CH:23][C:22]([Cl:25])=[CH:21][CH:20]=1)([C:13]1[N:14]([CH3:18])[CH:15]=[CH:16][N:17]=1)O.Cl[Sn]Cl.[NH4+].[OH-]. The catalyst is CC(O)=O.Cl. The product is [Cl:1][C:2]1[CH:7]=[C:6]([NH2:8])[CH:5]=[CH:4][C:3]=1[CH:11]([C:19]1[CH:24]=[CH:23][C:22]([Cl:25])=[CH:21][CH:20]=1)[C:13]1[N:14]([CH3:18])[CH:15]=[CH:16][N:17]=1. The yield is 0.910. (7) The reactants are [F:1][C:2]([F:15])([F:14])[CH:3]([C:5]1[CH:10]=[CH:9][C:8]([S:11][S:12][CH3:13])=[CH:7][CH:6]=1)[OH:4].[S:16](Cl)([C:19]1[C:31]2[CH:30]=[CH:29][CH:28]=[C:24]([N:25]([CH3:27])[CH3:26])[C:23]=2[CH:22]=[CH:21][CH:20]=1)(=[O:18])=[O:17].C1N2CCN(CC2)C1.O. The catalyst is C(Cl)Cl. The product is [F:15][C:2]([F:1])([F:14])[CH:3]([O:4][S:16]([C:19]1[C:31]2[C:23](=[C:24]([N:25]([CH3:27])[CH3:26])[CH:28]=[CH:29][CH:30]=2)[CH:22]=[CH:21][CH:20]=1)(=[O:18])=[O:17])[C:5]1[CH:6]=[CH:7][C:8]([S:11][S:12][CH3:13])=[CH:9][CH:10]=1. The yield is 0.280. (8) The reactants are [F:1][C:2]1[CH:7]=[CH:6][C:5]([C:8]2[NH:9][C:10]3[C:15]([C:16]=2[C:17](=[O:20])[NH:18][CH3:19])=[CH:14][C:13]([C:21]2[CH:22]=[C:23]([CH:27]=[CH:28][CH:29]=2)[C:24]([OH:26])=O)=[CH:12][CH:11]=3)=[CH:4][CH:3]=1.CCN(C(C)C)C(C)C.[C:39]([NH2:48])([C:42]1[CH:47]=[CH:46][CH:45]=[CH:44][CH:43]=1)([CH3:41])[CH3:40].CN(C(ON1N=NC2C=CC=NC1=2)=[N+](C)C)C.F[P-](F)(F)(F)(F)F. The catalyst is ClCCCl.CN(C=O)C. The product is [F:1][C:2]1[CH:3]=[CH:4][C:5]([C:8]2[NH:9][C:10]3[C:15]([C:16]=2[C:17]([NH:18][CH3:19])=[O:20])=[CH:14][C:13]([C:21]2[CH:29]=[CH:28][CH:27]=[C:23]([C:24](=[O:26])[NH:48][C:39]([C:42]4[CH:47]=[CH:46][CH:45]=[CH:44][CH:43]=4)([CH3:41])[CH3:40])[CH:22]=2)=[CH:12][CH:11]=3)=[CH:6][CH:7]=1. The yield is 0.680. (9) The reactants are Br[C:2]1[CH:3]=[CH:4][C:5]([C:8]#[N:9])=[N:6][CH:7]=1.[F:10][C:11]([F:20])([F:19])[C:12]1[CH:13]=[C:14]([SH:18])[CH:15]=[CH:16][CH:17]=1.C(=O)([O-])[O-].[K+].[K+]. The catalyst is CN(C=O)C. The product is [F:20][C:11]([F:10])([F:19])[C:12]1[CH:13]=[C:14]([S:18][C:2]2[CH:3]=[CH:4][C:5]([C:8]#[N:9])=[N:6][CH:7]=2)[CH:15]=[CH:16][CH:17]=1. The yield is 0.700.